From a dataset of Full USPTO retrosynthesis dataset with 1.9M reactions from patents (1976-2016). Predict the reactants needed to synthesize the given product. (1) The reactants are: C(OC(=O)[NH:7][CH2:8][C:9]([N:11]1[CH2:15][CH2:14][CH2:13][C@H:12]1[C:16]#[N:17])=[O:10])(C)(C)C.O.[ClH:20]. Given the product [ClH:20].[NH2:7][CH2:8][C:9]([N:11]1[CH2:15][CH2:14][CH2:13][C@H:12]1[C:16]#[N:17])=[O:10], predict the reactants needed to synthesize it. (2) Given the product [C:15]([O:19][C:20](=[O:35])[CH2:21][CH2:22][N:23]([C:24]1[S:25][CH:2]=[C:3]([C@H:5]2[CH2:10][CH2:9][C@H:8]([C:11]([CH3:14])([CH3:13])[CH3:12])[CH2:7][CH2:6]2)[N:26]=1)[CH2:27][C:28]1[S:29][C:30]([CH2:33][CH3:34])=[CH:31][CH:32]=1)([CH3:16])([CH3:17])[CH3:18], predict the reactants needed to synthesize it. The reactants are: Br[CH2:2][C:3]([C@H:5]1[CH2:10][CH2:9][C@H:8]([C:11]([CH3:14])([CH3:13])[CH3:12])[CH2:7][CH2:6]1)=O.[C:15]([O:19][C:20](=[O:35])[CH2:21][CH2:22][N:23]([CH2:27][C:28]1[S:29][C:30]([CH2:33][CH3:34])=[CH:31][CH:32]=1)[C:24]([NH2:26])=[S:25])([CH3:18])([CH3:17])[CH3:16]. (3) Given the product [C:36]([C:2]1[CH:10]=[CH:9][CH:8]=[C:7]2[C:3]=1[CH2:4][N:5]([CH:12]([CH2:20][CH2:21][C:22](=[O:24])[NH2:23])[C:13]([O:15][C:16]([CH3:19])([CH3:18])[CH3:17])=[O:14])[C:6]2=[O:11])#[N:37], predict the reactants needed to synthesize it. The reactants are: Br[C:2]1[CH:10]=[CH:9][CH:8]=[C:7]2[C:3]=1[CH2:4][N:5]([CH:12]([CH2:20][CH2:21][C:22](=[O:24])[NH2:23])[C:13]([O:15][C:16]([CH3:19])([CH3:18])[CH3:17])=[O:14])[C:6]2=[O:11].CCOC(C)=O.C([O-])(O)=O.[Na+].[CH3:36][N:37](C=O)C. (4) The reactants are: [Br:1][C:2]1[CH:7]=[CH:6][CH:5]=[CH:4][C:3]=1[C:8]1[O:9][C:10]([C:16]([F:19])([F:18])[F:17])=[C:11]([C:13]([OH:15])=O)[N:12]=1.[CH3:20][O:21][CH2:22][CH2:23][N:24]([CH3:32])[C:25]1[N:30]=[CH:29][C:28]([NH2:31])=[CH:27][N:26]=1. Given the product [CH3:20][O:21][CH2:22][CH2:23][N:24]([CH3:32])[C:25]1[N:26]=[CH:27][C:28]([NH:31][C:13]([C:11]2[N:12]=[C:8]([C:3]3[CH:4]=[CH:5][CH:6]=[CH:7][C:2]=3[Br:1])[O:9][C:10]=2[C:16]([F:19])([F:18])[F:17])=[O:15])=[CH:29][N:30]=1, predict the reactants needed to synthesize it.